This data is from Reaction yield outcomes from USPTO patents with 853,638 reactions. The task is: Predict the reaction yield, written as a fraction of the theoretical maximum amount of product (1.0 means a 100% yield; for example, 0.34 means a 34% yield). (1) The reactants are [Cl:1][C:2]1[CH:7]=[CH:6][N:5]=[C:4]([C:8]([NH2:10])=O)[CH:3]=1.C(OC(C(F)(F)F)=O)(C(F)(F)F)=O.CC(OO)=O.C([O-])([O-])=O.[K+].[K+]. The catalyst is CCOC(C)=O. The product is [Cl:1][C:2]1[CH:7]=[CH:6][N:5]=[C:4]([C:8]#[N:10])[CH:3]=1. The yield is 0.870. (2) The reactants are Br[C:2]1[CH:3]=[CH:4][C:5]2[N:6]([N:8]=[C:9]([NH:11][C:12](=[O:19])[C:13]3[CH:18]=[CH:17][CH:16]=[CH:15][CH:14]=3)[N:10]=2)[CH:7]=1.[F-].[Cs+].[CH3:22][N:23]([CH:25]=O)[CH3:24]. The catalyst is O. The product is [C:12]([NH:11][C:9]1[N:10]=[C:5]2[CH:4]=[CH:3][C:2]([C:16]3[CH:17]=[CH:18][C:13]([C:12]([NH:11][CH2:9][CH2:25][N:23]([CH3:22])[CH3:24])=[O:19])=[CH:14][CH:15]=3)=[CH:7][N:6]2[N:8]=1)(=[O:19])[C:13]1[CH:18]=[CH:17][CH:16]=[CH:15][CH:14]=1. The yield is 0.240.